This data is from Catalyst prediction with 721,799 reactions and 888 catalyst types from USPTO. The task is: Predict which catalyst facilitates the given reaction. (1) Reactant: [BH4-].[Na+].C[O:4][C:5](=O)[CH2:6][C:7]1[CH:12]=[CH:11][CH:10]=[C:9]([C:13]2[CH:21]=[CH:20][CH:19]=[C:18]3[C:14]=2[CH2:15][C:16](=[O:22])[NH:17]3)[CH:8]=1.[Cl-].[Cl-].[Ca+2]. Product: [OH:4][CH2:5][CH2:6][C:7]1[CH:8]=[C:9]([C:13]2[CH:21]=[CH:20][CH:19]=[C:18]3[C:14]=2[CH2:15][C:16](=[O:22])[NH:17]3)[CH:10]=[CH:11][CH:12]=1. The catalyst class is: 799. (2) Reactant: [CH:1]1[CH:6]=[CH:5][C:4](P([C:1]2[CH:6]=[CH:5][CH:4]=[CH:3][CH:2]=2)[C:1]2[CH:6]=[CH:5][CH:4]=[CH:3][CH:2]=2)=[CH:3][CH:2]=1.C(Br)(Br)(Br)Br.[Li][CH2:26][CH2:27][CH2:28][CH3:29].[CH2:30]1[CH2:34][O:33][CH2:32][CH2:31]1. The catalyst class is: 2. Product: [CH3:26][CH:27]([O:33][C:34]1[C:30]2[C:2](=[CH:3][CH:4]=[CH:32][CH:31]=2)[CH:1]=[CH:6][CH:5]=1)[C:28]#[CH:29]. (3) Reactant: Cl[C:2]1[N:7]=[C:6]([NH:8][C:9]2[CH:10]=[CH:11][C:12]([C@H:20]3[CH2:25][CH2:24][C@H:23]([OH:26])[CH2:22][CH2:21]3)=[C:13]3[C:17]=2[C:16](=[O:18])[N:15]([CH3:19])[CH2:14]3)[C:5]([C:27]([F:30])([F:29])[F:28])=[CH:4][N:3]=1.[NH2:31][C:32]1[N:37]=[CH:36][C:35]([CH2:38][P:39](=[O:46])([O:43][CH2:44][CH3:45])[O:40][CH2:41][CH3:42])=[CH:34][CH:33]=1.CC1(C)C2C(=C(P(C3C=CC=CC=3)C3C=CC=CC=3)C=CC=2)OC2C(P(C3C=CC=CC=3)C3C=CC=CC=3)=CC=CC1=2.C([O-])([O-])=O.[Cs+].[Cs+]. Product: [OH:26][C@H:23]1[CH2:24][CH2:25][C@H:20]([C:12]2[CH:11]=[CH:10][C:9]([NH:8][C:6]3[C:5]([C:27]([F:30])([F:29])[F:28])=[CH:4][N:3]=[C:2]([NH:31][C:32]4[N:37]=[CH:36][C:35]([CH2:38][P:39](=[O:46])([O:43][CH2:44][CH3:45])[O:40][CH2:41][CH3:42])=[CH:34][CH:33]=4)[N:7]=3)=[C:17]3[C:13]=2[CH2:14][N:15]([CH3:19])[C:16]3=[O:18])[CH2:21][CH2:22]1. The catalyst class is: 231. (4) Reactant: [C:1]([NH:4][CH:5]1[CH2:10][CH2:9][NH:8][CH2:7][CH2:6]1)(=[O:3])[CH3:2].C([O-])([O-])=O.[K+].[K+].Cl[CH2:18][C:19]1[C:23]2[CH:24]=[CH:25][C:26]([O:28]C(=O)C)=[CH:27][C:22]=2[O:21][CH:20]=1. Product: [OH:28][C:26]1[CH:25]=[CH:24][C:23]2[C:19]([CH2:18][N:8]3[CH2:9][CH2:10][CH:5]([NH:4][C:1](=[O:3])[CH3:2])[CH2:6][CH2:7]3)=[CH:20][O:21][C:22]=2[CH:27]=1. The catalyst class is: 23. (5) Reactant: [NH2:1][C:2]1[C:9]([I:10])=[CH:8][C:5]([C:6]#[N:7])=[CH:4][C:3]=1Cl.[CH3:12]O. Product: [NH2:7][CH2:6][C:5]1[CH:4]=[C:3]([CH3:12])[C:2]([NH2:1])=[C:9]([I:10])[CH:8]=1. The catalyst class is: 1. (6) Reactant: [CH3:1][C:2]1[N:9]=[CH:8][CH:7]=[CH:6][C:3]=1[CH:4]=O.OS([O-])=O.[Na+].[NH2:15][C:16]1[CH:17]=[C:18]([CH2:23][C:24]([O:26][CH3:27])=[O:25])[CH:19]=[CH:20][C:21]=1[NH2:22]. The catalyst class is: 88. Product: [CH3:1][C:2]1[C:3]([C:4]2[NH:22][C:21]3[CH:20]=[CH:19][C:18]([CH2:23][C:24]([O:26][CH3:27])=[O:25])=[CH:17][C:16]=3[N:15]=2)=[CH:6][CH:7]=[CH:8][N:9]=1.